Dataset: Catalyst prediction with 721,799 reactions and 888 catalyst types from USPTO. Task: Predict which catalyst facilitates the given reaction. Reactant: [Si:1]([O:8][C:9]1[CH:10]=[C:11]([NH2:32])[C:12]([NH:15][C:16]2[CH:21]=[CH:20][C:19]([O:22][CH2:23][CH2:24][O:25][CH:26]3[CH2:31][CH2:30][CH2:29][CH2:28][O:27]3)=[CH:18][CH:17]=2)=[CH:13][CH:14]=1)([C:4]([CH3:7])([CH3:6])[CH3:5])([CH3:3])[CH3:2].[CH2:33](OC(OCC)OCC)C.FC(F)(F)S([O-])(=O)=O.[Yb+3].FC(F)(F)S([O-])(=O)=O.FC(F)(F)S([O-])(=O)=O.C(OCC)(=O)C. Product: [Si:1]([O:8][C:9]1[CH:14]=[CH:13][C:12]2[N:15]([C:16]3[CH:21]=[CH:20][C:19]([O:22][CH2:23][CH2:24][O:25][CH:26]4[CH2:31][CH2:30][CH2:29][CH2:28][O:27]4)=[CH:18][CH:17]=3)[CH:33]=[N:32][C:11]=2[CH:10]=1)([C:4]([CH3:7])([CH3:6])[CH3:5])([CH3:3])[CH3:2]. The catalyst class is: 6.